From a dataset of Full USPTO retrosynthesis dataset with 1.9M reactions from patents (1976-2016). Predict the reactants needed to synthesize the given product. (1) The reactants are: Cl[C:2]1[CH:7]=[C:6]([N:8]2[CH2:12][CH2:11][N:10]([C:13]3[CH:14]=[N:15][CH:16]=[CH:17][C:18]=3[CH:19]3[CH2:21][CH2:20]3)[C:9]2=[O:22])[CH:5]=[CH:4][N:3]=1.[CH:23]1(B(O)O)[CH2:25][CH2:24]1.C(=O)([O-])[O-].[K+].[K+]. Given the product [CH:19]1([C:18]2[CH:17]=[CH:16][N:15]=[CH:14][C:13]=2[N:10]2[CH2:11][CH2:12][N:8]([C:6]3[CH:5]=[CH:4][N:3]=[C:2]([CH:23]4[CH2:25][CH2:24]4)[CH:7]=3)[C:9]2=[O:22])[CH2:21][CH2:20]1, predict the reactants needed to synthesize it. (2) Given the product [F:1][C:2]1[CH:7]=[C:6]([F:8])[CH:5]=[CH:4][C:3]=1[C:9]([C:11]1[CH:16]=[CH:15][CH:14]=[C:13]([O:17][CH3:18])[CH:12]=1)=[N:26][OH:27], predict the reactants needed to synthesize it. The reactants are: [F:1][C:2]1[CH:7]=[C:6]([F:8])[CH:5]=[CH:4][C:3]=1[C:9]([C:11]1[CH:16]=[CH:15][CH:14]=[C:13]([O:17][CH3:18])[CH:12]=1)=O.N1C=CC=CC=1.Cl.[NH2:26][OH:27].C(OCC)(=O)C. (3) Given the product [CH2:1]([N:3]1[C:7]([C:8]2[CH2:9][CH:10]([N:13]([CH2:29][CH2:28][O:27][CH3:26])[C:14]3[CH:21]=[CH:20][C:17]([C:18]#[N:19])=[C:16]([C:22]([F:25])([F:23])[F:24])[CH:15]=3)[CH2:11][CH:12]=2)=[CH:6][N:5]=[CH:4]1)[CH3:2], predict the reactants needed to synthesize it. The reactants are: [CH2:1]([N:3]1[C:7]([C:8]2[CH2:9][CH:10]([NH:13][C:14]3[CH:21]=[CH:20][C:17]([C:18]#[N:19])=[C:16]([C:22]([F:25])([F:24])[F:23])[CH:15]=3)[CH2:11][CH:12]=2)=[CH:6][N:5]=[CH:4]1)[CH3:2].[CH3:26][O:27][CH2:28][CH2:29]Br.[I-]. (4) Given the product [CH3:1][C:2]1([CH3:34])[CH:11]=[C:10]([C:12]2[CH:17]=[CH:16][CH:15]=[CH:14][CH:13]=2)[C:9]2[C:4](=[CH:5][C:6]([O:30][CH2:31][CH2:32][CH3:33])=[C:7]([C:18]([CH3:29])=[C:19]([F:28])[CH:20]=[CH:21][C:22]([CH3:27])=[CH:23][C:24]([OH:26])=[O:25])[CH:8]=2)[O:3]1, predict the reactants needed to synthesize it. The reactants are: [CH3:1][C:2]1([CH3:34])[CH:11]=[C:10]([C:12]2[CH:17]=[CH:16][CH:15]=[CH:14][CH:13]=2)[C:9]2[C:4](=[CH:5][C:6]([O:30][CH2:31][CH2:32][CH3:33])=[C:7]([C:18]([CH3:29])=[C:19]([F:28])[CH:20]=[CH:21][C:22]([CH3:27])=[CH:23][C:24]([O-:26])=[O:25])[CH:8]=2)[O:3]1.[OH-].[Na+]. (5) Given the product [C:13]([O:11][CH:10]1[O:9][CH2:8][CH:7]2[C:2]1([CH3:1])[CH:3]1[CH2:12][CH:6]2[CH2:5][CH2:4]1)(=[O:15])[CH3:14], predict the reactants needed to synthesize it. The reactants are: [CH3:1][C:2]12[CH:10]([OH:11])[O:9][CH2:8][CH:7]1[CH:6]1[CH2:12][CH:3]2[CH2:4][CH2:5]1.[C:13](OC(=O)C)(=[O:15])[CH3:14].